From a dataset of Forward reaction prediction with 1.9M reactions from USPTO patents (1976-2016). Predict the product of the given reaction. Given the reactants [F:1][C:2]1[CH:3]=[C:4]([O:20][CH2:21][CH2:22][O:23][CH3:24])[C:5]([O:15][CH2:16][CH2:17][O:18][CH3:19])=[C:6]([C:8]2[C:9]([CH3:14])=[N:10][NH:11][C:12]=2[NH2:13])[CH:7]=1.[Cl:25][C:26]1[CH:27]=[C:28]([CH:31]=[CH:32][C:33]=1[OH:34])[CH:29]=O.FC(F)(F)C(O)=O, predict the reaction product. The product is: [ClH:25].[Cl:25][C:26]1[CH:27]=[C:28]([C:29]2[C:7]3[C:2]([F:1])=[CH:3][C:4]([O:20][CH2:21][CH2:22][O:23][CH3:24])=[C:5]([O:15][CH2:16][CH2:17][O:18][CH3:19])[C:6]=3[C:8]3[C:9]([CH3:14])=[N:10][NH:11][C:12]=3[N:13]=2)[CH:31]=[CH:32][C:33]=1[OH:34].